Dataset: Reaction yield outcomes from USPTO patents with 853,638 reactions. Task: Predict the reaction yield, written as a fraction of the theoretical maximum amount of product (1.0 means a 100% yield; for example, 0.34 means a 34% yield). (1) The reactants are [OH:1][C:2]1[CH:3]=[C:4]([CH:8]=[CH:9][C:10]=1[I:11])[C:5]([OH:7])=[O:6].Cl.[CH2:13](O)[CH3:14]. No catalyst specified. The product is [CH2:13]([O:6][C:5](=[O:7])[C:4]1[CH:8]=[CH:9][C:10]([I:11])=[C:2]([OH:1])[CH:3]=1)[CH3:14]. The yield is 0.990. (2) The reactants are [OH-].[Na+].[CH3:3][CH:4]([S:6]([C:9]1[CH:10]=[C:11]2[C:16](=[CH:17][CH:18]=1)[N:15]=[C:14]([C:19]1[CH:24]=[CH:23][CH:22]=[C:21]([C:25]([F:28])([F:27])[F:26])[CH:20]=1)[C:13]([CH2:29][N:30]1[CH2:35][CH2:34][C:33](=[O:36])[CH:32]([CH3:37])[CH2:31]1)=[C:12]2[C:38]([O:40]C)=[O:39])(=[O:8])=[O:7])[CH3:5]. The catalyst is CO.O1CCCC1. The product is [CH3:5][CH:4]([S:6]([C:9]1[CH:10]=[C:11]2[C:16](=[CH:17][CH:18]=1)[N:15]=[C:14]([C:19]1[CH:24]=[CH:23][CH:22]=[C:21]([C:25]([F:28])([F:27])[F:26])[CH:20]=1)[C:13]([CH2:29][N:30]1[CH2:35][CH2:34][C:33](=[O:36])[CH:32]([CH3:37])[CH2:31]1)=[C:12]2[C:38]([OH:40])=[O:39])(=[O:7])=[O:8])[CH3:3]. The yield is 0.720. (3) The reactants are Br[C:2]1[S:6][C:5]([NH:7][C:8]([NH:10][C:11]2[CH:16]=[CH:15][C:14]([CH3:17])=[CH:13][C:12]=2[C:18]([CH:20]2[CH2:24][CH2:23][CH2:22][CH2:21]2)=[O:19])=[O:9])=[N:4][CH:3]=1.[CH3:25][O:26][C:27](=[O:30])[CH2:28][SH:29]. No catalyst specified. The product is [CH3:25][O:26][C:27](=[O:30])[CH2:28][S:29][C:2]1[S:6][C:5]([NH:7][C:8]([NH:10][C:11]2[CH:16]=[CH:15][C:14]([CH3:17])=[CH:13][C:12]=2[C:18]([CH:20]2[CH2:24][CH2:23][CH2:22][CH2:21]2)=[O:19])=[O:9])=[N:4][CH:3]=1. The yield is 0.300. (4) The reactants are [N:1]12[CH2:8][CH2:7][CH:4]([CH2:5][CH2:6]1)[CH:3]([OH:9])[CH2:2]2.[H-].[Na+].[Br:12][C:13]1[CH:14]=[C:15]([N:19]=[C:20]=[O:21])[CH:16]=[CH:17][CH:18]=1. The catalyst is C1COCC1. The product is [N:1]12[CH2:8][CH2:7][CH:4]([CH2:5][CH2:6]1)[CH:3]([O:9][C:20](=[O:21])[NH:19][C:15]1[CH:16]=[CH:17][CH:18]=[C:13]([Br:12])[CH:14]=1)[CH2:2]2. The yield is 0.430. (5) The reactants are [OH:1][C:2]1[C:9]([CH3:10])=[CH:8][C:5]([CH:6]=[O:7])=[CH:4][C:3]=1[CH3:11].C([O-])([O-])=O.[K+].[K+].Br[CH2:19][CH2:20][NH:21][C:22]1[CH:26]=[CH:25][O:24][N:23]=1. The catalyst is CN(C=O)C. The product is [O:24]1[CH:25]=[CH:26][C:22]([NH:21][CH2:20][CH2:19][O:1][C:2]2[C:3]([CH3:11])=[CH:4][C:5]([CH:6]=[O:7])=[CH:8][C:9]=2[CH3:10])=[N:23]1. The yield is 0.320. (6) The reactants are [Si:1]([O:8][C:9]1[CH:10]=[CH:11][CH:12]=[C:13]2[C:18]=1[N:17]=[C:16](/[CH:19]=[N:20]/[NH:21][C:22]1[CH:27]=[C:26]([CH3:28])[CH:25]=[CH:24][N:23]=1)[CH:15]=[CH:14]2)([C:4]([CH3:7])([CH3:6])[CH3:5])([CH3:3])[CH3:2].C(O)(=O)C.C(O)(=O)C.IC1C=CC=CC=1. The catalyst is C(Cl)Cl. The product is [Si:1]([O:8][C:9]1[CH:10]=[CH:11][CH:12]=[C:13]2[C:18]=1[N:17]=[C:16]([C:19]1[N:23]3[CH:24]=[CH:25][C:26]([CH3:28])=[CH:27][C:22]3=[N:21][N:20]=1)[CH:15]=[CH:14]2)([C:4]([CH3:7])([CH3:6])[CH3:5])([CH3:3])[CH3:2]. The yield is 0.820.